Dataset: Choline transporter screen with 302,306 compounds. Task: Binary Classification. Given a drug SMILES string, predict its activity (active/inactive) in a high-throughput screening assay against a specified biological target. (1) The compound is O=C1N(C(=O)C2C3N(C4(C12)c1c(NC4=O)c(ccc1)CC)CCC3)Cc1ccccc1. The result is 0 (inactive). (2) The drug is Clc1cc(NC(=O)Cn2c3c(nc(c2=O)C)cccc3)cc(Cl)c1. The result is 0 (inactive). (3) The result is 0 (inactive). The drug is S=C(N\N=C1\CCC(CC1)CCC)NCCc1ccccc1. (4) The molecule is O(c1ccc(c2n3CCCCCc3nn2)cc1)C. The result is 0 (inactive). (5) The molecule is O=C1N(C(=O)NC1(c1cc2OCOc2cc1)C)CC(=O)c1[nH]ccc1. The result is 0 (inactive). (6) The molecule is O=C(NN)C(NC(=O)NCCc1ccccc1)Cc1ccccc1. The result is 0 (inactive). (7) The compound is O=C(N1C(Cc2c1cccc2)C)Cn1ncc([N+]([O-])=O)c1. The result is 0 (inactive). (8) The drug is S(c1[nH]c(NC(=O)C)c(NC(=O)c2sccc2)c(=O)n1)CC(=O)Nc1sc(nn1)C. The result is 0 (inactive).